From a dataset of Peptide-MHC class I binding affinity with 185,985 pairs from IEDB/IMGT. Regression. Given a peptide amino acid sequence and an MHC pseudo amino acid sequence, predict their binding affinity value. This is MHC class I binding data. (1) The peptide sequence is MGKTITDVK. The MHC is HLA-B35:01 with pseudo-sequence HLA-B35:01. The binding affinity (normalized) is 0.0847. (2) The peptide sequence is YLISIFLHL. The MHC is HLA-A02:01 with pseudo-sequence HLA-A02:01. The binding affinity (normalized) is 0.670. (3) The binding affinity (normalized) is 0.561. The MHC is HLA-B44:02 with pseudo-sequence HLA-B44:02. The peptide sequence is LENIMWKQI. (4) The peptide sequence is PGYRWMCLRR. The MHC is HLA-A02:03 with pseudo-sequence HLA-A02:03. The binding affinity (normalized) is 0. (5) The peptide sequence is VMDKNHAIFT. The MHC is HLA-A68:02 with pseudo-sequence HLA-A68:02. The binding affinity (normalized) is 0.125. (6) The MHC is HLA-B40:01 with pseudo-sequence HLA-B40:01. The peptide sequence is RELGLDISL. The binding affinity (normalized) is 0.952. (7) The peptide sequence is MPMSMPIPM. The MHC is HLA-B51:01 with pseudo-sequence HLA-B51:01. The binding affinity (normalized) is 0.199.